From a dataset of Forward reaction prediction with 1.9M reactions from USPTO patents (1976-2016). Predict the product of the given reaction. (1) Given the reactants [C:1]([NH:8][C@@H:9]1[CH2:13][CH2:12][C@@H:11]([C:14]([OH:16])=O)[CH2:10]1)([O:3][C:4]([CH3:7])([CH3:6])[CH3:5])=[O:2].[Cl-].[NH4+].C[N:20](C(ON1N=NC2C=CC=NC1=2)=[N+](C)C)C.F[P-](F)(F)(F)(F)F.C(N(CC)C(C)C)(C)C, predict the reaction product. The product is: [C:4]([O:3][C:1](=[O:2])[NH:8][C@@H:9]1[CH2:13][CH2:12][C@@H:11]([C:14](=[O:16])[NH2:20])[CH2:10]1)([CH3:7])([CH3:6])[CH3:5]. (2) Given the reactants [C:1]([C:3]([C:14]1[S:18][CH:17]=[C:16]([C:19]#[N:20])[CH:15]=1)([CH:11]([CH3:13])[CH3:12])[CH2:4][CH2:5][C:6](OCC)=[O:7])#[N:2].[BH4-].[Li+].Cl.O, predict the reaction product. The product is: [C:1]([C:3]([C:14]1[S:18][CH:17]=[C:16]([C:19]#[N:20])[CH:15]=1)([CH:11]([CH3:13])[CH3:12])[CH2:4][CH2:5][CH2:6][OH:7])#[N:2]. (3) Given the reactants [CH3:1][C:2]([NH:4][C@H:5]1[C@H](O)O[C@H](OS(O)(=O)=O)[C@H](O)[C@@H:6]1[O:18][C@@H:19]1O[C@H:23]([C:25](O)=O)[C@@H:22](O)[C@H:21](O)[C@H:20]1O)=O.C1[CH:32]=[CH:33][C:34]2N(O)N=N[C:35]=2[CH:36]=1.[CH2:41](Cl)[CH2:42][Cl:43].O.CO.[CH3:48][CH2:49]O, predict the reaction product. The product is: [CH3:48][CH2:49][N:4]([CH2:5][CH2:6][O:18][C:19]1[CH:20]=[CH:21][C:22]([CH2:23][C:25]2[CH:36]=[CH:35][CH:34]=[CH:33][CH:32]=2)=[CH:41][CH:42]=1)[CH2:2][CH3:1].[ClH:43]. (4) Given the reactants [O:1]=[C:2]1[C:10]2[C:5](=[CH:6][C:7]([C:11]3[N:16]4[N:17]=[CH:18][N:19]=[C:15]4[C:14]([NH:20][CH:21]4[CH2:26][CH2:25][N:24](C(OC(C)(C)C)=O)[CH2:23][CH2:22]4)=[N:13][CH:12]=3)=[CH:8][CH:9]=2)[CH2:4][NH:3]1.FC(F)(F)C(O)=O, predict the reaction product. The product is: [NH:24]1[CH2:23][CH2:22][CH:21]([NH:20][C:14]2[C:15]3[N:16]([N:17]=[CH:18][N:19]=3)[C:11]([C:7]3[CH:6]=[C:5]4[C:10](=[CH:9][CH:8]=3)[C:2](=[O:1])[NH:3][CH2:4]4)=[CH:12][N:13]=2)[CH2:26][CH2:25]1. (5) Given the reactants [OH-].[Na+].[Cl:3][C:4]1[CH:5]=[C:6]([C:14]2[O:18][N:17]=[C:16]([C:19]3[C:20]([CH3:32])=[C:21]([O:25][CH2:26][C:27]([O:29]CC)=[O:28])[CH:22]=[CH:23][CH:24]=3)[N:15]=2)[CH:7]=[N:8][C:9]=1[O:10][CH:11]([CH3:13])[CH3:12].Cl, predict the reaction product. The product is: [Cl:3][C:4]1[CH:5]=[C:6]([C:14]2[O:18][N:17]=[C:16]([C:19]3[C:20]([CH3:32])=[C:21]([O:25][CH2:26][C:27]([OH:29])=[O:28])[CH:22]=[CH:23][CH:24]=3)[N:15]=2)[CH:7]=[N:8][C:9]=1[O:10][CH:11]([CH3:12])[CH3:13]. (6) Given the reactants [N:1]1[CH:6]=[CH:5][CH:4]=[C:3]([C:7]2[NH:8][C:9]3[C:14]([CH:15]=2)=[CH:13][C:12]([C:16]#[N:17])=[CH:11][CH:10]=3)[CH:2]=1.[H-].[Na+].[C:20]([C:22]1[CH:23]=[C:24]([S:28](Cl)(=[O:30])=[O:29])[CH:25]=[CH:26][CH:27]=1)#[N:21], predict the reaction product. The product is: [C:20]([C:22]1[CH:23]=[C:24]([S:28]([N:8]2[C:9]3[C:14](=[CH:13][C:12]([C:16]#[N:17])=[CH:11][CH:10]=3)[CH:15]=[C:7]2[C:3]2[CH:2]=[N:1][CH:6]=[CH:5][CH:4]=2)(=[O:30])=[O:29])[CH:25]=[CH:26][CH:27]=1)#[N:21]. (7) Given the reactants C1N(P(N2CC2)(NC(C2C(I)=CC=CC=2)=O)=O)C1.[CH3:19][N:20]1[CH:24]=[CH:23][N:22]=[C:21]1[CH:25]=[CH2:26].I[C:28]1[C:36]2[C:31](=[CH:32][C:33]([CH:37]=[O:38])=[CH:34][CH:35]=2)[N:30]([CH2:39][O:40][CH2:41][CH2:42][Si:43]([CH3:46])([CH3:45])[CH3:44])[N:29]=1, predict the reaction product. The product is: [CH3:19][N:20]1[CH:24]=[CH:23][N:22]=[C:21]1/[CH:25]=[CH:26]/[C:28]1[C:36]2[C:31](=[CH:32][C:33]([CH:37]=[O:38])=[CH:34][CH:35]=2)[N:30]([CH2:39][O:40][CH2:41][CH2:42][Si:43]([CH3:46])([CH3:45])[CH3:44])[N:29]=1. (8) Given the reactants [CH3:1][N:2]([CH2:10][CH:11]1[CH2:16][CH2:15][O:14][CH2:13][CH2:12]1)C(=O)OC(C)(C)C.[ClH:17].C(OCC)(=O)C, predict the reaction product. The product is: [ClH:17].[CH3:1][NH:2][CH2:10][CH:11]1[CH2:16][CH2:15][O:14][CH2:13][CH2:12]1. (9) Given the reactants C(O[C:4]1(O[Si](C)(C)C)[CH2:6][CH2:5]1)C.C1(P(=[CH:31][C:32]([O:34][CH2:35][CH3:36])=[O:33])(C2C=CC=CC=2)C2C=CC=CC=2)C=CC=CC=1.C(O)(=O)C1C=CC=CC=1, predict the reaction product. The product is: [C:4]1(=[CH:31][C:32]([O:34][CH2:35][CH3:36])=[O:33])[CH2:5][CH2:6]1.